From a dataset of Reaction yield outcomes from USPTO patents with 853,638 reactions. Predict the reaction yield, written as a fraction of the theoretical maximum amount of product (1.0 means a 100% yield; for example, 0.34 means a 34% yield). (1) The reactants are [NH2:1][C:2]1[N:7]2[N:8]=[C:9]([C:11]3[O:12][CH:13]=[CH:14][CH:15]=3)[N:10]=[C:6]2[CH:5]=[C:4]([CH2:16][OH:17])[N:3]=1. The catalyst is CN(C=O)C.[O-2].[O-2].[Mn+4]. The product is [NH2:1][C:2]1[N:7]2[N:8]=[C:9]([C:11]3[O:12][CH:13]=[CH:14][CH:15]=3)[N:10]=[C:6]2[CH:5]=[C:4]([CH:16]=[O:17])[N:3]=1. The yield is 0.690. (2) The product is [ClH:37].[CH3:33][NH:34][CH2:29][C:16]1[CH:17]=[C:18]([C:19]2[CH:24]=[CH:23][CH:22]=[CH:21][C:20]=2[C:25]([F:28])([F:27])[F:26])[N:14]([S:11]([C:7]2[CH:8]=[CH:9][CH:10]=[C:5]([S:2]([CH3:1])(=[O:4])=[O:3])[CH:6]=2)(=[O:13])=[O:12])[CH:15]=1. The yield is 0.640. The catalyst is CO. The reactants are [CH3:1][S:2]([C:5]1[CH:6]=[C:7]([S:11]([N:14]2[C:18]([C:19]3[CH:24]=[CH:23][CH:22]=[CH:21][C:20]=3[C:25]([F:28])([F:27])[F:26])=[CH:17][C:16]([CH:29]=O)=[CH:15]2)(=[O:13])=[O:12])[CH:8]=[CH:9][CH:10]=1)(=[O:4])=[O:3].CO.[CH3:33][NH2:34].[BH4-].[Na+].[ClH:37].C(=O)([O-])O.[Na+]. (3) The reactants are [F:1][C:2]1[CH:7]=[C:6](F)[C:5]([F:9])=[CH:4][C:3]=1[N+:10]([O-:12])=[O:11].[CH2:13]([OH:20])[C:14]1[CH:19]=[CH:18][CH:17]=[CH:16][CH:15]=1.C([O-])([O-])=O.[K+].[K+].O. The catalyst is CN(C=O)C. The product is [CH2:13]([O:20][C:6]1[CH:7]=[C:2]([F:1])[C:3]([N+:10]([O-:12])=[O:11])=[CH:4][C:5]=1[F:9])[C:14]1[CH:19]=[CH:18][CH:17]=[CH:16][CH:15]=1. The yield is 0.740. (4) The reactants are [Br:1][C:2]1[CH:13]=[CH:12][C:5]([O:6][CH2:7][CH:8]2[CH2:11][NH:10][CH2:9]2)=[CH:4][CH:3]=1.C(N(CC)CC)C.[C:21](OC(=O)C)(=[O:23])[CH3:22]. The catalyst is C(Cl)Cl.C(OCC)(=O)C. The product is [Br:1][C:2]1[CH:3]=[CH:4][C:5]([O:6][CH2:7][CH:8]2[CH2:9][N:10]([C:21](=[O:23])[CH3:22])[CH2:11]2)=[CH:12][CH:13]=1. The yield is 1.00. (5) The reactants are Br[C:2]1[N:3]=[C:4]([C:9]2[NH:13][C:12]3[CH:14]=[C:15]([CH3:18])[CH:16]=[CH:17][C:11]=3[N:10]=2)[C:5]([NH2:8])=[N:6][CH:7]=1.B([C:22]1[CH:30]=[CH:29][C:25]([C:26]([OH:28])=[O:27])=[CH:24][CH:23]=1)(O)O.C([O-])([O-])=O.[Na+].[Na+].N#N. The catalyst is CC#N.C1C=CC([P]([Pd]([P](C2C=CC=CC=2)(C2C=CC=CC=2)C2C=CC=CC=2)([P](C2C=CC=CC=2)(C2C=CC=CC=2)C2C=CC=CC=2)[P](C2C=CC=CC=2)(C2C=CC=CC=2)C2C=CC=CC=2)(C2C=CC=CC=2)C2C=CC=CC=2)=CC=1.O. The product is [NH2:8][C:5]1[N:6]=[CH:7][C:2]([C:22]2[CH:30]=[CH:29][C:25]([C:26]([OH:28])=[O:27])=[CH:24][CH:23]=2)=[N:3][C:4]=1[C:9]1[NH:13][C:12]2[CH:14]=[C:15]([CH3:18])[CH:16]=[CH:17][C:11]=2[N:10]=1. The yield is 0.620. (6) The reactants are [Cl:1][CH2:2][C:3]1[C:8]([C:9]([O:11][CH3:12])=[O:10])=[CH:7][CH:6]=[CH:5][N+:4]=1[O-].O=P(Cl)(Cl)[Cl:16]. No catalyst specified. The product is [Cl:16][C:5]1[CH:6]=[CH:7][C:8]([C:9]([O:11][CH3:12])=[O:10])=[C:3]([CH2:2][Cl:1])[N:4]=1. The yield is 0.780. (7) The reactants are [OH-:1].[Na+].[CH3:3][C:4]1([CH3:17])[C:13]2[CH:8]([CH2:9][C:10]([CH3:14])=[CH:11][CH:12]=2)[C:7]([CH3:16])([CH3:15])[CH2:6][CH2:5]1.[O-:18][Mn](=O)(=O)=O.[K+].Cl. The catalyst is O.N1C=CC=CC=1. The product is [CH3:3][C:4]1([CH3:17])[CH2:5][CH2:6][C:7]([CH3:16])([CH3:15])[C:8]2[CH:9]=[C:10]([C:14]([OH:18])=[O:1])[CH:11]=[CH:12][C:13]1=2. The yield is 0.570. (8) The reactants are [CH:1]1([C:8]2([CH3:24])[NH:12][C:11](=[O:13])[N:10]([CH2:14][C:15](=[O:22])[C:16]3[CH:21]=[CH:20][CH:19]=[CH:18][CH:17]=3)[C:9]2=[O:23])[CH2:7][CH2:6][CH2:5][CH2:4][CH2:3][CH2:2]1.[CH3:25]I. No catalyst specified. The product is [CH:1]1([C:8]2([CH3:24])[N:12]([CH3:25])[C:11](=[O:13])[N:10]([CH2:14][C:15](=[O:22])[C:16]3[CH:21]=[CH:20][CH:19]=[CH:18][CH:17]=3)[C:9]2=[O:23])[CH2:7][CH2:6][CH2:5][CH2:4][CH2:3][CH2:2]1. The yield is 0.390.